The task is: Predict the product of the given reaction.. This data is from Forward reaction prediction with 1.9M reactions from USPTO patents (1976-2016). (1) Given the reactants COC(=O)C1C=CC=C(N[C:11](=[O:38])[CH2:12][N:13]2[N:19]=[C:18]([CH:20]3[CH2:25][CH2:24][CH2:23][CH2:22][CH2:21]3)[C:17]3[CH:26]=[CH:27][CH:28]=[CH:29][C:16]=3[N:15]([CH2:30][C:31](=[O:36])[C:32]([CH3:35])([CH3:34])[CH3:33])[C:14]2=[O:37])C=1.CC(C)(C)C(=O)CN1C2C=CC=CC=2C(C2C=CC=CN=2)=NN([CH2:61][C:62](O)=[O:63])C1=O.C(OC(=O)CSC1C=CC=C(N)C=1)C.C1(C2C3C=CC=CC=3N(CC(=O)C(C)(C)C)C(=O)N(CC(O)=O)N=2)CCCCC1.COC(=O)C1C=CC=C(N)C=1, predict the reaction product. The product is: [CH2:62]([O:63][C:11](=[O:38])[CH2:12][N:13]1[N:19]=[C:18]([CH:20]2[CH2:21][CH2:22][CH2:23][CH2:24][CH2:25]2)[C:17]2[CH:26]=[CH:27][CH:28]=[CH:29][C:16]=2[N:15]([CH2:30][C:31](=[O:36])[C:32]([CH3:34])([CH3:33])[CH3:35])[C:14]1=[O:37])[CH3:61]. (2) Given the reactants [N+](C1C=CC(CNC(N)=O)=CC=1)([O-])=O.[Cl-].[Ca+2].[Cl-].[NH2:18][C:19]1[N:24]([CH2:25][C:26]2[CH:31]=[CH:30][C:29]([N+:32]([O-])=O)=[CH:28][CH:27]=2)[C:23](=[O:35])[N:22]([CH3:36])[C:21](=[O:37])[CH:20]=1.[C:38](OC(=O)C)(=[O:40])[CH3:39], predict the reaction product. The product is: [NH2:18][C:19]1[N:24]([CH2:25][C:26]2[CH:31]=[CH:30][C:29]([NH:32][C:38](=[O:40])[CH3:39])=[CH:28][CH:27]=2)[C:23](=[O:35])[N:22]([CH3:36])[C:21](=[O:37])[CH:20]=1.